Task: Predict the product of the given reaction.. Dataset: Forward reaction prediction with 1.9M reactions from USPTO patents (1976-2016) (1) Given the reactants CN(C)C=O.C(=O)([O-])[O-].[K+].[K+].Br[C:13]([C:15]([F:18])([F:17])[F:16])=[CH2:14].[N:19]1[CH:24]=[CH:23][CH:22]=[C:21](B(O)O)[CH:20]=1, predict the reaction product. The product is: [F:16][C:15]([F:18])([F:17])[C:13]([C:21]1[CH:20]=[N:19][CH:24]=[CH:23][CH:22]=1)=[CH2:14]. (2) Given the reactants [CH3:1][C:2]1[CH:7]=[C:6]([N:8]2[C:16]3[C:11](=[CH:12][C:13]4[CH2:21][C:20](=O)[CH2:19][CH2:18][CH2:17][C:14]=4[CH:15]=3)[CH:10]=[N:9]2)[CH:5]=[CH:4][N:3]=1.C1COCC1.C[Si]([N-][Si](C)(C)C)(C)C.[Li+].[N:38]1[CH:43]=[CH:42][CH:41]=[CH:40][C:39]=1[CH:44]=O, predict the reaction product. The product is: [CH3:1][C:2]1[CH:7]=[C:6]([N:8]2[C:16]3[C:11](=[CH:12][C:13]4[C:21](=[CH:44][C:39]5[CH:40]=[CH:41][CH:42]=[CH:43][N:38]=5)[CH2:20][CH2:19][CH2:18][CH2:17][C:14]=4[CH:15]=3)[CH:10]=[N:9]2)[CH:5]=[CH:4][N:3]=1. (3) Given the reactants [OH:1][CH:2]1[CH2:7][CH2:6][N:5]([C:8]([O:10][C:11]([CH3:14])([CH3:13])[CH3:12])=[O:9])[CH2:4][CH2:3]1.[H-].[Na+].[Cl:17][C:18]1[C:23](Cl)=[N:22][CH:21]=[CH:20][N:19]=1.C(=O)([O-])O.[Na+], predict the reaction product. The product is: [Cl:17][C:18]1[C:23]([O:1][CH:2]2[CH2:3][CH2:4][N:5]([C:8]([O:10][C:11]([CH3:14])([CH3:13])[CH3:12])=[O:9])[CH2:6][CH2:7]2)=[N:22][CH:21]=[CH:20][N:19]=1.